From a dataset of Catalyst prediction with 721,799 reactions and 888 catalyst types from USPTO. Predict which catalyst facilitates the given reaction. (1) Reactant: [F:1][C:2]1[CH:7]=[CH:6][CH:5]=[CH:4][C:3]=1[CH2:8][O:9][C:10]1[CH:15]=[CH:14][C:13]([C@@H:16]2[NH:20][C@H:19]([C:21]([NH2:23])=[O:22])[CH2:18][CH2:17]2)=[CH:12][CH:11]=1.[CH3:24][S:25]([OH:28])(=[O:27])=[O:26]. Product: [CH3:24][S:25]([OH:28])(=[O:27])=[O:26].[F:1][C:2]1[CH:7]=[CH:6][CH:5]=[CH:4][C:3]=1[CH2:8][O:9][C:10]1[CH:15]=[CH:14][C:13]([C@@H:16]2[NH:20][C@H:19]([C:21]([NH2:23])=[O:22])[CH2:18][CH2:17]2)=[CH:12][CH:11]=1. The catalyst class is: 25. (2) The catalyst class is: 70. Product: [C:15]1([CH:14]([C:21]2[CH:26]=[CH:25][CH:24]=[CH:23][CH:22]=2)[CH2:13][NH:12][C:10]2[C:9]3[C:4](=[CH:5][CH:6]=[CH:7][CH:8]=3)[N:3]=[C:2]([C:29]3[CH:30]=[CH:31][S:27][CH:28]=3)[N:11]=2)[CH:20]=[CH:19][CH:18]=[CH:17][CH:16]=1. Reactant: Cl[C:2]1[N:11]=[C:10]([NH:12][CH2:13][CH:14]([C:21]2[CH:26]=[CH:25][CH:24]=[CH:23][CH:22]=2)[C:15]2[CH:20]=[CH:19][CH:18]=[CH:17][CH:16]=2)[C:9]2[C:4](=[CH:5][CH:6]=[CH:7][CH:8]=2)[N:3]=1.[S:27]1[CH:31]=[CH:30][C:29](B(O)O)=[CH:28]1.C([O-])([O-])=O.[K+].[K+].C1(C(C2C=CC=CC=2)CCNC2C3C(=CC=CC=3)N=C(C3C=CSC=3)N=2)C=CC=CC=1. (3) Reactant: [CH3:1][O:2][C:3](=[O:18])[C@@H:4]([NH:10]C(OC(C)(C)C)=O)[CH2:5][O:6][CH2:7][CH:8]=[CH2:9].[ClH:19]. Product: [ClH:19].[CH3:1][O:2][C:3](=[O:18])[C@@H:4]([NH2:10])[CH2:5][O:6][CH2:7][CH:8]=[CH2:9]. The catalyst class is: 12. (4) Reactant: [C:1]([CH2:5][OH:6])([F:4])([F:3])[F:2].[CH3:7][O:8][C:9](Cl)=[O:10]. Product: [C:1]([CH2:5][O:6][C:9]([O:8][CH3:7])=[O:10])([F:4])([F:3])[F:2]. The catalyst class is: 5. (5) Reactant: [Br:1][C:2]1[CH:7]=[C:6]([O:8][CH3:9])[CH:5]=[C:4]([Cl:10])[CH:3]=1.[Cl:11]N1C(=O)N(Cl)C(=O)N(Cl)C1=O.CCCCCCC. Product: [Br:1][C:2]1[CH:7]=[C:6]([O:8][CH3:9])[CH:5]=[C:4]([Cl:10])[C:3]=1[Cl:11]. The catalyst class is: 9. (6) Reactant: [H-].[Na+].[C:3]([C:5]1[C:10]([C:11]2[NH:15][CH:14]=[C:13]([CH2:16][N:17]([CH3:25])[C:18](=[O:24])[O:19][C:20]([CH3:23])([CH3:22])[CH3:21])[CH:12]=2)=[CH:9][CH:8]=[CH:7][N:6]=1)#[N:4].C1OCCOCCOCCOCCOC1.[O:41]1[CH:45]=[CH:44][CH:43]=[C:42]1[S:46](Cl)(=[O:48])=[O:47].[Cl-].[NH4+]. Product: [C:3]([C:5]1[C:10]([C:11]2[N:15]([S:46]([C:42]3[O:41][CH:45]=[CH:44][CH:43]=3)(=[O:48])=[O:47])[CH:14]=[C:13]([CH2:16][N:17]([CH3:25])[C:18](=[O:24])[O:19][C:20]([CH3:21])([CH3:22])[CH3:23])[CH:12]=2)=[CH:9][CH:8]=[CH:7][N:6]=1)#[N:4]. The catalyst class is: 7. (7) Reactant: [Cl:1][C:2]1[CH:7]=[C:6]([C:8]([C:10]([F:13])([F:12])[F:11])=[CH2:9])[CH:5]=[C:4]([Cl:14])[CH:3]=1.[CH2:15]([N:22]([CH2:28]OC)[CH2:23][Si](C)(C)C)[C:16]1[CH:21]=[CH:20][CH:19]=[CH:18][CH:17]=1.C(O)(C(F)(F)F)=O. Product: [CH2:15]([N:22]1[CH2:28][CH2:9][C:8]([C:6]2[CH:5]=[C:4]([Cl:14])[CH:3]=[C:2]([Cl:1])[CH:7]=2)([C:10]([F:11])([F:13])[F:12])[CH2:23]1)[C:16]1[CH:21]=[CH:20][CH:19]=[CH:18][CH:17]=1. The catalyst class is: 2. (8) Reactant: C1(N=C=NC2CCCCC2)CCCCC1.[NH:16]1[C:20](=[O:21])[CH2:19][CH2:18][C@H:17]1[C:22]([OH:24])=O.OC1C2N=NNC=2C=CC=1.[NH:35]1[CH2:40][CH2:39][O:38][CH2:37][CH2:36]1. Product: [N:35]1([C:22]([C@H:17]2[NH:16][C:20](=[O:21])[CH2:19][CH2:18]2)=[O:24])[CH2:40][CH2:39][O:38][CH2:37][CH2:36]1. The catalyst class is: 4. (9) Reactant: FC1[C:7]([OH:8])=C(F)C(F)=C(F)C=1F.C(N=C=NCCCN(C)C)C.C(O)=O.[N:27]1([C:37]([O:39][C:40]([CH3:43])([CH3:42])[CH3:41])=[O:38])[CH2:32][CH2:31][NH:30][CH:29]([C:33]([O:35][CH3:36])=[O:34])[CH2:28]1.C(N(CC)CC)C.Cl. Product: [CH:7]([N:30]1[CH2:31][CH2:32][N:27]([C:37]([O:39][C:40]([CH3:43])([CH3:42])[CH3:41])=[O:38])[CH2:28][CH:29]1[C:33]([O:35][CH3:36])=[O:34])=[O:8]. The catalyst class is: 876. (10) Reactant: Cl[CH:2]1[C:10]2[C:5](=[CH:6][CH:7]=[C:8]([C:11]([F:14])([F:13])[F:12])[CH:9]=2)[CH2:4][CH2:3]1.[CH3:15][C@@H:16]1[NH:21][CH2:20][CH2:19][N:18]([C:22]([O:24][C:25]([CH3:28])([CH3:27])[CH3:26])=[O:23])[CH2:17]1.[I-].[Na+].C(N(CC)CC)C. Product: [CH3:15][C@@H:16]1[N:21]([CH:2]2[C:10]3[C:5](=[CH:6][CH:7]=[C:8]([C:11]([F:14])([F:13])[F:12])[CH:9]=3)[CH2:4][CH2:3]2)[CH2:20][CH2:19][N:18]([C:22]([O:24][C:25]([CH3:26])([CH3:28])[CH3:27])=[O:23])[CH2:17]1. The catalyst class is: 18.